Dataset: Full USPTO retrosynthesis dataset with 1.9M reactions from patents (1976-2016). Task: Predict the reactants needed to synthesize the given product. (1) Given the product [CH:20]([O:19][C:18](=[O:23])[NH:8][C:6]1[CH:5]=[CH:4][N:3]=[C:2]([Cl:1])[N:7]=1)([CH3:22])[CH3:21], predict the reactants needed to synthesize it. The reactants are: [Cl:1][C:2]1[N:7]=[C:6]([NH2:8])[CH:5]=[CH:4][N:3]=1.CCN(C(C)C)C(C)C.[C:18](Cl)(=[O:23])[O:19][CH:20]([CH3:22])[CH3:21].O. (2) The reactants are: [N:1]1([C:6]2[CH:7]=[C:8]([C:12]([C:17]3[N:25](S(C4C=CC=CC=4)(=O)=O)[C:20]4=[N:21][CH:22]=[CH:23][CH:24]=[C:19]4[CH:18]=3)=[CH:13][CH:14]([CH3:16])[CH3:15])[CH:9]=[CH:10][CH:11]=2)[CH:5]=[CH:4][CH:3]=[N:2]1.[OH-].[Na+]. Given the product [N:1]1([C:6]2[CH:7]=[C:8]([C:12]([C:17]3[NH:25][C:20]4=[N:21][CH:22]=[CH:23][CH:24]=[C:19]4[CH:18]=3)=[CH:13][CH:14]([CH3:16])[CH3:15])[CH:9]=[CH:10][CH:11]=2)[CH:5]=[CH:4][CH:3]=[N:2]1, predict the reactants needed to synthesize it. (3) The reactants are: [N:1]1[CH:9]=[C:8]2[C:4]([N:5]=[CH:6][NH:7]2)=[N:3][CH:2]=1.F[C:11]1[CH:16]=[CH:15][C:14]([N+:17]([O-])=O)=[CH:13][CH:12]=1.[Cl:20][C:21]1[CH:26]=[CH:25][C:24]([N:27]=[C:28]=[O:29])=[CH:23][C:22]=1[C:30]([F:33])([F:32])[F:31]. Given the product [Cl:20][C:21]1[CH:26]=[CH:25][C:24]([NH:27][C:28]([NH:17][C:14]2[CH:15]=[CH:16][C:11]([N:7]3[C:8]4[C:4](=[N:3][CH:2]=[N:1][CH:9]=4)[N:5]=[CH:6]3)=[CH:12][CH:13]=2)=[O:29])=[CH:23][C:22]=1[C:30]([F:31])([F:32])[F:33], predict the reactants needed to synthesize it.